From a dataset of Forward reaction prediction with 1.9M reactions from USPTO patents (1976-2016). Predict the product of the given reaction. Given the reactants C([O:8][C:9]1[C:18]2[CH:17]=[CH:16][CH:15]=[CH:14][C:13]=2[N:12]=[C:11]2[O:19][C@H:20]3[CH2:45][N:23]([C:24](=[O:44])[C@H:25]([CH:39]4[CH2:43][CH2:42][CH2:41][CH2:40]4)[NH:26][C:27](=[O:38])[O:28][C@:29]4([CH3:37])[CH2:36][C@H:30]4[CH2:31][CH2:32][CH:33]=[CH:34][CH2:35][C:10]=12)[C@H:22]([C:46]([NH:48][C@:49]1([C:54](=[O:62])[NH:55][S:56]([CH:59]2[CH2:61][CH2:60]2)(=[O:58])=[O:57])[CH2:51][C@H:50]1[CH:52]=[CH2:53])=[O:47])[CH2:21]3)C1C=CC=CC=1.C(O)(C(F)(F)F)=O, predict the reaction product. The product is: [CH:39]1([C@H:25]2[C:24](=[O:44])[N:23]3[CH2:45][C@@H:20]([CH2:21][C@H:22]3[C:46]([NH:48][C@:49]3([C:54]([NH:55][S:56]([CH:59]4[CH2:60][CH2:61]4)(=[O:58])=[O:57])=[O:62])[CH2:51][C@H:50]3[CH:52]=[CH2:53])=[O:47])[O:19][C:11]3[C:10](=[C:9]([OH:8])[C:18]4[C:13]([N:12]=3)=[CH:14][CH:15]=[CH:16][CH:17]=4)[CH2:35][CH:34]=[CH:33][CH2:32][CH2:31][C@H:30]3[C@@:29]([CH3:37])([CH2:36]3)[O:28][C:27](=[O:38])[NH:26]2)[CH2:43][CH2:42][CH2:41][CH2:40]1.